This data is from Full USPTO retrosynthesis dataset with 1.9M reactions from patents (1976-2016). The task is: Predict the reactants needed to synthesize the given product. (1) Given the product [CH3:1][C:2]1[CH:7]=[CH:6][C:5]([S:8]([O:11][CH2:12][CH:13]2[CH2:17][C:16]3[CH:18]=[CH:19][CH:20]=[C:21]([C:25]4[CH:26]=[CH:27][CH:28]=[CH:29][C:24]=4[Cl:23])[C:15]=3[O:14]2)(=[O:10])=[O:9])=[CH:4][CH:3]=1, predict the reactants needed to synthesize it. The reactants are: [CH3:1][C:2]1[CH:7]=[CH:6][C:5]([S:8]([O:11][CH2:12][CH:13]2[CH2:17][C:16]3[CH:18]=[CH:19][CH:20]=[C:21](Br)[C:15]=3[O:14]2)(=[O:10])=[O:9])=[CH:4][CH:3]=1.[Cl:23][C:24]1[CH:29]=[CH:28][CH:27]=[CH:26][C:25]=1B(O)O.C(=O)([O-])[O-].[K+].[K+]. (2) Given the product [N+:1]([C:4]1[CH:9]=[CH:8][C:7]([CH:10]([CH3:14])[C:11]([Cl:18])=[O:12])=[CH:6][CH:5]=1)([O-:3])=[O:2], predict the reactants needed to synthesize it. The reactants are: [N+:1]([C:4]1[CH:9]=[CH:8][C:7]([CH:10]([CH3:14])[C:11](O)=[O:12])=[CH:6][CH:5]=1)([O-:3])=[O:2].C(Cl)(=O)C([Cl:18])=O. (3) Given the product [CH2:7]([N:5]1[CH2:6][C@@H:2]([NH:1][S:38]([C:35]2[CH:34]=[CH:33][C:32]([N+:29]([O-:31])=[O:30])=[CH:37][CH:36]=2)(=[O:39])=[O:40])[C@H:3]([NH:14][C:15](=[O:21])[O:16][C:17]([CH3:18])([CH3:20])[CH3:19])[CH2:4]1)[C:8]1[CH:13]=[CH:12][CH:11]=[CH:10][CH:9]=1, predict the reactants needed to synthesize it. The reactants are: [NH2:1][C@@H:2]1[CH2:6][N:5]([CH2:7][C:8]2[CH:13]=[CH:12][CH:11]=[CH:10][CH:9]=2)[CH2:4][C@H:3]1[NH:14][C:15](=[O:21])[O:16][C:17]([CH3:20])([CH3:19])[CH3:18].C(N(CC)CC)C.[N+:29]([C:32]1[CH:37]=[CH:36][C:35]([S:38](Cl)(=[O:40])=[O:39])=[CH:34][CH:33]=1)([O-:31])=[O:30]. (4) Given the product [CH3:1][O:2][C:3]1[CH:4]=[CH:5][C:6]([C:7]([NH:9][C:10]2[C:11]([NH:16][C:17]([CH:19]3[CH2:20][CH2:21][N:22]([CH2:33][C:29]4[CH:28]=[N:27][CH:32]=[CH:31][CH:30]=4)[CH2:23][CH2:24]3)=[O:18])=[CH:12][CH:13]=[CH:14][CH:15]=2)=[O:8])=[CH:25][CH:26]=1, predict the reactants needed to synthesize it. The reactants are: [CH3:1][O:2][C:3]1[CH:26]=[CH:25][C:6]([C:7]([NH:9][C:10]2[C:11]([NH:16][C:17]([CH:19]3[CH2:24][CH2:23][NH:22][CH2:21][CH2:20]3)=[O:18])=[CH:12][CH:13]=[CH:14][CH:15]=2)=[O:8])=[CH:5][CH:4]=1.[N:27]1[CH:32]=[CH:31][CH:30]=[C:29]([CH:33]=O)[CH:28]=1.